From a dataset of Catalyst prediction with 721,799 reactions and 888 catalyst types from USPTO. Predict which catalyst facilitates the given reaction. (1) Reactant: [CH:1]1([CH2:4][CH2:5][C:6]2[CH:11]=[CH:10][C:9]([S:12]([CH3:15])(=[O:14])=[O:13])=[CH:8][C:7]=2I)[CH2:3][CH2:2]1.[CH3:17][N:18]1[CH:23]=[C:22](B2OC(C)(C)C(C)(C)O2)[CH:21]=[CH:20][C:19]1=[O:33].C([O-])([O-])=O.[Na+].[Na+].CC(=O)OCC. Product: [CH:1]1([CH2:4][CH2:5][C:6]2[CH:11]=[CH:10][C:9]([S:12]([CH3:15])(=[O:14])=[O:13])=[CH:8][C:7]=2[C:22]2[CH:21]=[CH:20][C:19](=[O:33])[N:18]([CH3:17])[CH:23]=2)[CH2:3][CH2:2]1. The catalyst class is: 710. (2) Reactant: [H-].[Al+3].[Li+].[H-].[H-].[H-].[CH2:7]([S:14][C:15]1([CH2:25][N+:26]([O-])=O)[CH2:24][CH2:23][C:18]2([O:22][CH2:21][CH2:20][O:19]2)[CH2:17][CH2:16]1)[C:8]1[CH:13]=[CH:12][CH:11]=[CH:10][CH:9]=1.C(O)C.O. Product: [CH2:7]([S:14][C:15]1([CH2:25][NH2:26])[CH2:24][CH2:23][C:18]2([O:19][CH2:20][CH2:21][O:22]2)[CH2:17][CH2:16]1)[C:8]1[CH:13]=[CH:12][CH:11]=[CH:10][CH:9]=1. The catalyst class is: 7. (3) Product: [CH3:24][O:23][C:15]1[CH:16]=[C:17]([C:20](=[O:22])[CH3:21])[CH:18]=[N:19][C:14]=1[O:10][CH2:9][C:8]([F:12])([F:11])[F:7]. The catalyst class is: 1. Reactant: CC(C)([O-])C.[K+].[F:7][C:8]([F:12])([F:11])[CH2:9][OH:10].Cl[C:14]1[N:19]=[CH:18][C:17]([C:20](=[O:22])[CH3:21])=[CH:16][C:15]=1[O:23][CH3:24].[Cl-].[NH4+].